Dataset: Full USPTO retrosynthesis dataset with 1.9M reactions from patents (1976-2016). Task: Predict the reactants needed to synthesize the given product. (1) Given the product [CH3:17][C@H:18]1[CH2:23][O:22][CH2:21][CH2:20][N:19]1[C:2]1[CH:7]=[C:6]([N+:8]([O-:10])=[O:9])[CH:5]=[C:4]([N:11]2[CH2:16][CH2:15][O:14][CH2:13][CH2:12]2)[CH:3]=1, predict the reactants needed to synthesize it. The reactants are: I[C:2]1[CH:3]=[C:4]([N:11]2[CH2:16][CH2:15][O:14][CH2:13][CH2:12]2)[CH:5]=[C:6]([N+:8]([O-:10])=[O:9])[CH:7]=1.[CH3:17][C@H:18]1[CH2:23][O:22][CH2:21][CH2:20][NH:19]1.C(=O)([O-])[O-].[Cs+].[Cs+]. (2) Given the product [CH:1]1([C:4]2[O:8][N:7]=[C:6]([CH:9]3[CH2:10][CH2:11][C:12]([F:16])([F:15])[CH2:13][CH2:14]3)[C:5]=2[CH2:17][OH:18])[CH2:2][CH2:3]1, predict the reactants needed to synthesize it. The reactants are: [CH:1]1([C:4]2[O:8][N:7]=[C:6]([CH:9]3[CH2:14][CH2:13][C:12]([F:16])([F:15])[CH2:11][CH2:10]3)[C:5]=2[C:17](OC)=[O:18])[CH2:3][CH2:2]1.[H-].[H-].[H-].[H-].[Li+].[Al+3].O.[OH-].[Na+]. (3) Given the product [C:20]([C@@H:17]1[CH2:18][CH2:19][C@@H:14]([NH:13][C:11]([C:6]2[NH:7][C:8]3[C:4]([CH:5]=2)=[CH:3][C:2]([Cl:1])=[CH:10][CH:9]=3)=[O:12])[C@@H:15]([NH:25][C:26]([C:28]2[S:29][C:30]3[CH2:31][N:32]([CH3:37])[CH2:33][CH2:34][C:35]=3[N:36]=2)=[O:27])[CH2:16]1)([OH:22])=[O:21], predict the reactants needed to synthesize it. The reactants are: [Cl:1][C:2]1[CH:3]=[C:4]2[C:8](=[CH:9][CH:10]=1)[NH:7][C:6]([C:11]([NH:13][C@@H:14]1[CH2:19][CH2:18][C@@H:17]([C:20]([O:22]CC)=[O:21])[CH2:16][C@@H:15]1[NH:25][C:26]([C:28]1[S:29][C:30]3[CH2:31][N:32]([CH3:37])[CH2:33][CH2:34][C:35]=3[N:36]=1)=[O:27])=[O:12])=[CH:5]2.C(O)C.[OH-].[Na+].Cl. (4) Given the product [CH2:36]([N:33]([CH2:34][CH3:35])[C:30]1[CH:29]=[CH:28][C:27]([N:8]2[C:9]3[C:14](=[CH:13][C:12]([O:15][C:16]4[CH:17]=[CH:18][C:19]([O:22][C:23]([F:25])([F:24])[F:26])=[CH:20][CH:21]=4)=[CH:11][CH:10]=3)[C:6]([C:4]([OH:5])=[O:3])=[C:7]2[CH2:38][C:39]([O:41][CH2:42][CH3:43])=[O:40])=[CH:32][CH:31]=1)[CH3:37], predict the reactants needed to synthesize it. The reactants are: C([O:3][C:4]([C:6]1[C:14]2[C:9](=[CH:10][CH:11]=[C:12]([O:15][C:16]3[CH:21]=[CH:20][C:19]([O:22][C:23]([F:26])([F:25])[F:24])=[CH:18][CH:17]=3)[CH:13]=2)[N:8]([C:27]2[CH:32]=[CH:31][C:30]([N:33]([CH2:36][CH3:37])[CH2:34][CH3:35])=[CH:29][CH:28]=2)[C:7]=1[CH2:38][C:39]([O:41][CH2:42][CH3:43])=[O:40])=[O:5])C.Cl.[OH-].[Na+]. (5) Given the product [C:8]([O:10][C@@H:7]([CH2:11][CH2:12][O:13][CH3:14])[C:8]([OH:10])=[O:9])(=[O:9])[CH3:7], predict the reactants needed to synthesize it. The reactants are: [N+]([O-])([O-])=O.[Na+].N[C@@H:7]([CH2:11][CH2:12][O:13][CH3:14])[C:8]([OH:10])=[O:9]. (6) Given the product [CH:18]1([C:14]2[N:13]=[C:12]([NH:11][C:4]3[C:5]([C:8]([NH2:10])=[O:9])=[N:6][NH:7][C:2](=[O:23])[CH:3]=3)[CH:17]=[CH:16][CH:15]=2)[CH2:20][CH2:19]1, predict the reactants needed to synthesize it. The reactants are: Cl[C:2]1[N:7]=[N:6][C:5]([C:8]([NH2:10])=[O:9])=[C:4]([NH:11][C:12]2[CH:17]=[CH:16][CH:15]=[C:14]([CH:18]3[CH2:20][CH2:19]3)[N:13]=2)[CH:3]=1.C(O)(=[O:23])C.C([O-])(=O)C.[Na+].O. (7) Given the product [C:16]1([CH3:25])[CH:21]=[CH:20][CH:19]=[CH:18][C:17]=1[C:2]1[C:10]2[C:5](=[CH:6][CH:7]=[CH:8][CH:9]=2)[NH:4][C:3]=1[C:11]([O:13][CH2:14][CH3:15])=[O:12], predict the reactants needed to synthesize it. The reactants are: Br[C:2]1[C:10]2[C:5](=[CH:6][CH:7]=[CH:8][CH:9]=2)[NH:4][C:3]=1[C:11]([O:13][CH2:14][CH3:15])=[O:12].[C:16]1([CH3:25])[CH:21]=[CH:20][CH:19]=[CH:18][C:17]=1B(O)O.C([O-])([O-])=O.[Na+].[Na+]. (8) The reactants are: [H-].[Na+].[CH3:3][S:4]([NH2:7])(=[O:6])=[O:5].[Cl:8][C:9]1[CH:14]=[CH:13][C:12]([N:15]2[CH2:20][CH2:19][O:18][CH2:17][CH2:16]2)=[CH:11][C:10]=1[CH:21]1[CH2:30][C:29]([CH3:32])([CH3:31])[C:28]2[C:23](=[CH:24][CH:25]=[C:26]([C:33](O)=[O:34])[CH:27]=2)[NH:22]1.C(N1C=CN=C1)(N1C=CN=C1)=O. Given the product [Cl:8][C:9]1[CH:14]=[CH:13][C:12]([N:15]2[CH2:20][CH2:19][O:18][CH2:17][CH2:16]2)=[CH:11][C:10]=1[CH:21]1[CH2:30][C:29]([CH3:31])([CH3:32])[C:28]2[C:23](=[CH:24][CH:25]=[C:26]([C:33]([NH:7][S:4]([CH3:3])(=[O:6])=[O:5])=[O:34])[CH:27]=2)[NH:22]1, predict the reactants needed to synthesize it.